This data is from Full USPTO retrosynthesis dataset with 1.9M reactions from patents (1976-2016). The task is: Predict the reactants needed to synthesize the given product. (1) Given the product [Cl:9][C:10]1[C:26]2[C:14](=[C:15]([CH3:28])[C:16]3[NH:17][C:18]4[CH:19]=[CH:20][C:21]([O:27][CH2:1][C:2]5[CH:7]=[CH:6][CH:5]=[CH:4][CH:3]=5)=[CH:22][C:23]=4[C:24]=3[CH:25]=2)[CH:13]=[CH:12][N:11]=1, predict the reactants needed to synthesize it. The reactants are: [CH2:1](Br)[C:2]1[CH:7]=[CH:6][CH:5]=[CH:4][CH:3]=1.[Cl:9][C:10]1[C:26]2[C:14](=[C:15]([CH3:28])[C:16]3[NH:17][C:18]4[CH:19]=[CH:20][C:21]([OH:27])=[CH:22][C:23]=4[C:24]=3[CH:25]=2)[CH:13]=[CH:12][N:11]=1.CN(C=O)C.C([O-])([O-])=O.[K+].[K+]. (2) Given the product [F:1][C:2]1[CH:7]=[CH:6][C:5]([N:8]2[CH2:13][CH2:12][N:11]([S:28]([C:24]3[CH:23]=[C:22]([C:19](=[O:21])[CH3:20])[CH:27]=[CH:26][CH:25]=3)(=[O:30])=[O:29])[C@H:10]([CH3:14])[CH2:9]2)=[C:4]([C:15]([F:17])([F:16])[F:18])[CH:3]=1, predict the reactants needed to synthesize it. The reactants are: [F:1][C:2]1[CH:7]=[CH:6][C:5]([N:8]2[CH2:13][CH2:12][NH:11][C@H:10]([CH3:14])[CH2:9]2)=[C:4]([C:15]([F:18])([F:17])[F:16])[CH:3]=1.[C:19]([C:22]1[CH:23]=[C:24]([S:28](Cl)(=[O:30])=[O:29])[CH:25]=[CH:26][CH:27]=1)(=[O:21])[CH3:20].CCN(C(C)C)C(C)C. (3) The reactants are: [C:1]([C@H:5]1[CH2:10][CH2:9][C@H:8]([O:11][C:12]2[C:13]([C:29]3[CH:34]=CC(OC(F)(F)F)=C[CH:30]=3)=[C:14]3[C:19](=[CH:20][CH:21]=2)[CH:18]=[C:17]([C@:22]2([CH3:28])[CH2:26][O:25][C:24](=[O:27])[NH:23]2)[CH:16]=[CH:15]3)[CH2:7][CH2:6]1)([CH3:4])([CH3:3])[CH3:2].[N:40]1C=C(B(O)O)C=[N:42][CH:41]=1. Given the product [C:1]([C@H:5]1[CH2:6][CH2:7][C@H:8]([O:11][C:12]2[C:13]([C:29]3[CH:34]=[N:40][CH:41]=[N:42][CH:30]=3)=[C:14]3[C:19](=[CH:20][CH:21]=2)[CH:18]=[C:17]([C@:22]2([CH3:28])[CH2:26][O:25][C:24](=[O:27])[NH:23]2)[CH:16]=[CH:15]3)[CH2:9][CH2:10]1)([CH3:2])([CH3:3])[CH3:4], predict the reactants needed to synthesize it. (4) Given the product [N:1]1([C:13]([O:15][CH2:16][C:17]2[CH:18]=[CH:19][CH:20]=[CH:21][CH:22]=2)=[O:14])[CH2:7][CH2:6][CH2:5][CH:4]([C:8]([O:10][CH2:11][CH3:12])=[O:9])[CH2:3][CH2:2]1, predict the reactants needed to synthesize it. The reactants are: [N:1]1([C:13]([O:15][CH2:16][C:17]2[CH:22]=[CH:21][CH:20]=[CH:19][CH:18]=2)=[O:14])[CH2:7][CH2:6][CH:5]=[C:4]([C:8]([O:10][CH2:11][CH3:12])=[O:9])[CH2:3][CH2:2]1.CCN(C(C)C)C(C)C.ClC(OCC1C=CC=CC=1)=O. (5) Given the product [Br:1][C:2]1[CH:17]=[C:16]([S:18]([CH2:21][CH3:22])(=[O:20])=[O:19])[CH:15]=[CH:14][C:3]=1[O:4][C:5]1[C:10]([CH3:11])=[CH:9][CH:8]=[CH:7][C:6]=1[CH2:12][N:23]1[CH2:27][CH2:26][CH2:25][C:24]1=[O:28], predict the reactants needed to synthesize it. The reactants are: [Br:1][C:2]1[CH:17]=[C:16]([S:18]([CH2:21][CH3:22])(=[O:20])=[O:19])[CH:15]=[CH:14][C:3]=1[O:4][C:5]1[C:10]([CH3:11])=[CH:9][CH:8]=[CH:7][C:6]=1[CH2:12]Br.[NH:23]1[CH2:27][CH2:26][CH2:25][C:24]1=[O:28].[H-].[Na+]. (6) Given the product [CH2:27]([N:26]([CH2:25][C:21]1[S:20][C:19]([C:17]2[O:16][N:15]=[C:14]([C:11]3[CH:12]=[CH:13][C:8]([C:7]([NH:6][CH2:5][C:4]([OH:32])=[O:3])=[O:31])=[CH:9][CH:10]=3)[N:18]=2)=[CH:23][C:22]=1[CH3:24])[CH2:29][CH3:30])[CH3:28], predict the reactants needed to synthesize it. The reactants are: C([O:3][C:4](=[O:32])[CH2:5][NH:6][C:7](=[O:31])[C:8]1[CH:13]=[CH:12][C:11]([C:14]2[N:18]=[C:17]([C:19]3[S:20][C:21]([CH2:25][N:26]([CH2:29][CH3:30])[CH2:27][CH3:28])=[C:22]([CH3:24])[CH:23]=3)[O:16][N:15]=2)=[CH:10][CH:9]=1)C.Cl. (7) Given the product [CH2:20]([O:12][C:11](=[O:13])[CH2:10][C:5]1[CH:6]=[CH:7][C:8]([F:9])=[C:3]([C:1]#[N:2])[CH:4]=1)[CH3:21], predict the reactants needed to synthesize it. The reactants are: [C:1]([C:3]1[CH:4]=[C:5]([CH2:10][C:11]([OH:13])=[O:12])[CH:6]=[CH:7][C:8]=1[F:9])#[N:2].C(=O)([O-])[O-].[K+].[K+].[CH2:20](I)[CH3:21]. (8) Given the product [CH2:21]([O:23][C:24](=[O:25])[C:26]1[CH:31]=[CH:30][C:29]([C:13]2[CH:12]=[N:11][C:7]3[NH:8][CH2:9][CH2:10][N:5]([CH2:4][C:3]4[CH:16]=[C:17]([F:20])[CH:18]=[CH:19][C:2]=4[F:1])[C:6]=3[CH:14]=2)=[CH:28][CH:27]=1)[CH3:22], predict the reactants needed to synthesize it. The reactants are: [F:1][C:2]1[CH:19]=[CH:18][C:17]([F:20])=[CH:16][C:3]=1[CH2:4][N:5]1[CH2:10][CH2:9][NH:8][C:7]2[N:11]=[CH:12][C:13](I)=[CH:14][C:6]1=2.[CH2:21]([O:23][C:24]([C:26]1[CH:31]=[CH:30][C:29](B(O)O)=[CH:28][CH:27]=1)=[O:25])[CH3:22]. (9) Given the product [CH3:1][N:2]1[CH2:7][CH2:6][CH2:5][CH2:4][CH:3]1[C:8]([NH:19][C@H:20]([C:37](=[O:50])[NH:38][C:39]1[S:40][CH:41]=[C:42]([C:44]2[CH:49]=[CH:48][CH:47]=[CH:46][CH:45]=2)[N:43]=1)[CH2:21][CH2:22][CH2:23][CH2:24][NH:25][S:26]([NH:29][C:30](=[O:36])[O:31][C:32]([CH3:35])([CH3:34])[CH3:33])(=[O:27])=[O:28])=[O:10], predict the reactants needed to synthesize it. The reactants are: [CH3:1][N:2]1[CH2:7][CH2:6][CH2:5][CH2:4][CH:3]1[C:8]([OH:10])=O.ClC1N=NN=C(Cl)C=1.[NH2:19][C@H:20]([C:37](=[O:50])[NH:38][C:39]1[S:40][CH:41]=[C:42]([C:44]2[CH:49]=[CH:48][CH:47]=[CH:46][CH:45]=2)[N:43]=1)[CH2:21][CH2:22][CH2:23][CH2:24][NH:25][S:26]([NH:29][C:30](=[O:36])[O:31][C:32]([CH3:35])([CH3:34])[CH3:33])(=[O:28])=[O:27].CN1CCOCC1.